From a dataset of Reaction yield outcomes from USPTO patents with 853,638 reactions. Predict the reaction yield, written as a fraction of the theoretical maximum amount of product (1.0 means a 100% yield; for example, 0.34 means a 34% yield). (1) The yield is 0.760. The reactants are C[O:2][C:3]([C:5]1[CH:15]=[CH:14][C:8]2[O:9][C:10]([F:13])([F:12])[O:11][C:7]=2[CH:6]=1)=O.[H-].[Al+3].[Li+].[H-].[H-].[H-].O.[OH-].[Na+]. The catalyst is O1CCCC1. The product is [F:13][C:10]1([F:12])[O:9][C:8]2[CH:14]=[CH:15][C:5]([CH2:3][OH:2])=[CH:6][C:7]=2[O:11]1. (2) The reactants are Cl[C:2]1[N:7]=[C:6]([NH:8][CH2:9][CH2:10][N:11]([CH3:13])[CH3:12])[N:5]=[C:4]2[N:14]([C:19]3[C:24]([F:25])=[CH:23][CH:22]=[CH:21][C:20]=3[F:26])[C:15](=[O:18])[NH:16][CH2:17][C:3]=12.O.C(=O)([O-])[O-].[K+].[K+].CC1(C)C(C)(C)OB([C:42]2[CH:43]=[C:44]([CH:48]=[CH:49][CH:50]=2)[C:45]([OH:47])=[O:46])O1. The catalyst is O1CCOCC1.C1C=CC([P]([Pd]([P](C2C=CC=CC=2)(C2C=CC=CC=2)C2C=CC=CC=2)([P](C2C=CC=CC=2)(C2C=CC=CC=2)C2C=CC=CC=2)[P](C2C=CC=CC=2)(C2C=CC=CC=2)C2C=CC=CC=2)(C2C=CC=CC=2)C2C=CC=CC=2)=CC=1. The product is [F:26][C:20]1[CH:21]=[CH:22][CH:23]=[C:24]([F:25])[C:19]=1[N:14]1[C:4]2[N:5]=[C:6]([NH:8][CH2:9][CH2:10][N:11]([CH3:13])[CH3:12])[N:7]=[C:2]([C:42]3[CH:43]=[C:44]([CH:48]=[CH:49][CH:50]=3)[C:45]([OH:47])=[O:46])[C:3]=2[CH2:17][NH:16][C:15]1=[O:18]. The yield is 0.980. (3) The yield is 0.560. The product is [C:1]([C:5]1[CH:18]=[CH:17][C:16]2[N:15]3[CH:26]=[CH:27][N:28]=[C:14]3[C:13]3[CH:12]=[CH:11][C:10]([C:20]([CH3:23])([CH3:22])[CH3:21])=[CH:9][C:8]=3[C:7]=2[CH:6]=1)([CH3:4])([CH3:3])[CH3:2]. The reactants are [C:1]([C:5]1[CH:18]=[CH:17][C:16]2[C:7](=[C:8]3[C:13](=[C:14](Cl)[N:15]=2)[CH:12]=[CH:11][C:10]([C:20]([CH3:23])([CH3:22])[CH3:21])=[CH:9]3)[CH:6]=1)([CH3:4])([CH3:3])[CH3:2].CO[CH:26](OC)[CH2:27][NH2:28]. The catalyst is COCCOCCOC. (4) The reactants are [NH2:1][C:2]1[CH:3]=[CH:4][C:5]([C:8]#[N:9])=[N:6][CH:7]=1.N1C=CC=CC=1.Cl[C:17]([O:19][C:20]1[CH:25]=[CH:24][CH:23]=[CH:22][CH:21]=1)=[O:18]. The catalyst is C1COCC1.O.C(OCC)(=O)C. The product is [C:8]([C:5]1[N:6]=[CH:7][C:2]([NH:1][C:17](=[O:18])[O:19][C:20]2[CH:25]=[CH:24][CH:23]=[CH:22][CH:21]=2)=[CH:3][CH:4]=1)#[N:9]. The yield is 0.850.